Dataset: Reaction yield outcomes from USPTO patents with 853,638 reactions. Task: Predict the reaction yield, written as a fraction of the theoretical maximum amount of product (1.0 means a 100% yield; for example, 0.34 means a 34% yield). The reactants are C[O-].[Na+].C([O:7][C@@H:8]1[C@@H:17]([O:18]C(=O)C)[C@H:16]([O:22]C(=O)C)[C@@H:15]([CH2:26][O:27]C(=O)C)[O:14][C@@H:9]1[O:10][CH2:11][CH2:12][Br:13])(=O)C. The catalyst is CO. The product is [Br-:13].[O:10]([CH2:11][CH2:12][Br:13])[C@H:9]1[O:14][C@H:15]([CH2:26][OH:27])[C@@H:16]([OH:22])[C@H:17]([OH:18])[C@H:8]1[OH:7]. The yield is 0.940.